Dataset: Reaction yield outcomes from USPTO patents with 853,638 reactions. Task: Predict the reaction yield, written as a fraction of the theoretical maximum amount of product (1.0 means a 100% yield; for example, 0.34 means a 34% yield). The product is [N:19]([C@@H:12]([C:6]1[CH:7]=[CH:8][C:9]([O:10][CH3:11])=[C:4]([O:3][CH2:1][CH3:2])[CH:5]=1)[CH2:13][S:14]([CH3:17])(=[O:16])=[O:15])=[N+:20]=[N-:21]. The yield is 0.810. The catalyst is C1(C)C=CC=CC=1.C1COCC1. The reactants are [CH2:1]([O:3][C:4]1[CH:5]=[C:6]([C@@H:12](O)[CH2:13][S:14]([CH3:17])(=[O:16])=[O:15])[CH:7]=[CH:8][C:9]=1[O:10][CH3:11])[CH3:2].[NH:19]=[N+:20]=[N-:21].C(P(CCCC)CCCC)CCC.N(C(OC(C)C)=O)=NC(OC(C)C)=O.C(=O)=O.